From a dataset of Full USPTO retrosynthesis dataset with 1.9M reactions from patents (1976-2016). Predict the reactants needed to synthesize the given product. (1) Given the product [C:1]([C:9]1[C:10](=[O:11])[O:12][C:13]2[C:24]([CH:25]=1)=[C:23]([O:22][CH3:21])[CH:30]=[C:29]([O:31][CH3:32])[CH:14]=2)(=[O:8])[C:2]1[CH:7]=[CH:6][CH:5]=[CH:4][CH:3]=1, predict the reactants needed to synthesize it. The reactants are: [C:1]([CH2:9][C:10]([O:12][CH2:13][CH3:14])=[O:11])(=[O:8])[C:2]1[CH:7]=[CH:6][CH:5]=[CH:4][CH:3]=1.N1CCCCC1.[CH3:21][O:22][C:23]1[CH:30]=[C:29]([O:31][CH3:32])C(C=O)=[C:25](O)[CH:24]=1. (2) Given the product [OH:76][C@@H:62]1[CH2:63][C@H:64]([N:66]2[CH:67]=[N:68][C:69]3[C:70](=[O:71])[NH:72][CH:73]=[N:74][C:75]2=3)[O:65][C@@H:61]1[CH2:60][NH:59][C:46](=[O:47])[O:15][C:14]([C:16]1[CH:21]=[CH:20][C:19]([Cl:22])=[CH:18][CH:17]=1)([C:23]1[CH:28]=[CH:27][C:26]([Cl:29])=[CH:25][CH:24]=1)[CH2:13][CH2:12][CH2:11][O:10][C:9]([C:36]1[CH:37]=[CH:38][C:39]([O:42][CH3:43])=[CH:40][CH:41]=1)([C:6]1[CH:7]=[CH:8][C:3]([O:2][CH3:1])=[CH:4][CH:5]=1)[C:30]1[CH:35]=[CH:34][CH:33]=[CH:32][CH:31]=1, predict the reactants needed to synthesize it. The reactants are: [CH3:1][O:2][C:3]1[CH:8]=[CH:7][C:6]([C:9]([C:36]2[CH:41]=[CH:40][C:39]([O:42][CH3:43])=[CH:38][CH:37]=2)([C:30]2[CH:35]=[CH:34][CH:33]=[CH:32][CH:31]=2)[O:10][CH2:11][CH2:12][CH2:13][C:14]([C:23]2[CH:28]=[CH:27][C:26]([Cl:29])=[CH:25][CH:24]=2)([C:16]2[CH:21]=[CH:20][C:19]([Cl:22])=[CH:18][CH:17]=2)[OH:15])=[CH:5][CH:4]=1.[H-].[Na+].[C:46](N1C=CN=C1)(N1C=CN=C1)=[O:47].Cl.[NH2:59][CH2:60][C@H:61]1[O:65][C@@H:64]([N:66]2[C:75]3[N:74]=[CH:73][N:72]=[C:70]([OH:71])[C:69]=3[N:68]=[CH:67]2)[CH2:63][C@@H:62]1[OH:76]. (3) The reactants are: [Cl-].O[NH3+:3].[C:4](=[O:7])([O-:6])O.[Na+].CS(C)=O.[C:13]([C:15]1[CH:20]=[CH:19][CH:18]=[CH:17][C:16]=1[C:21]1[CH:26]=[CH:25][C:24]([CH2:27][C:28]2[C:29](=[O:48])[N:30]([CH2:40][C:41]([O:43][C:44]([CH3:47])([CH3:46])[CH3:45])=[O:42])[C:31]3[N:32]([N:37]=[CH:38][N:39]=3)[C:33]=2[CH2:34][CH2:35][CH3:36])=[CH:23][CH:22]=1)#[N:14]. Given the product [O:48]=[C:29]1[C:28]([CH2:27][C:24]2[CH:23]=[CH:22][C:21]([C:16]3[CH:17]=[CH:18][CH:19]=[CH:20][C:15]=3[C:13]3[NH:3][C:4](=[O:7])[O:6][N:14]=3)=[CH:26][CH:25]=2)=[C:33]([CH2:34][CH2:35][CH3:36])[N:32]2[N:37]=[CH:38][N:39]=[C:31]2[N:30]1[CH2:40][C:41]([O:43][C:44]([CH3:47])([CH3:46])[CH3:45])=[O:42], predict the reactants needed to synthesize it. (4) Given the product [CH2:1]([O:3][C:4](=[O:25])[C:5]1[CH:10]=[CH:9][C:8]([N:11]2[C:19]3[C:14](=[CH:15][CH:16]=[C:17]([N+:20]([O-:22])=[O:21])[CH:18]=3)[C:13]([C:23]#[N:27])=[CH:12]2)=[CH:7][CH:6]=1)[CH3:2], predict the reactants needed to synthesize it. The reactants are: [CH2:1]([O:3][C:4](=[O:25])[C:5]1[CH:10]=[CH:9][C:8]([N:11]2[C:19]3[C:14](=[CH:15][CH:16]=[C:17]([N+:20]([O-:22])=[O:21])[CH:18]=3)[C:13]([CH:23]=O)=[CH:12]2)=[CH:7][CH:6]=1)[CH3:2].Cl.[NH2:27]O.C(OC(=O)C)(=O)C.Cl. (5) Given the product [CH2:1]([N:5]([S:15]([C:18]1[CH:23]=[CH:22][C:21]([CH3:24])=[CH:20][CH:19]=1)(=[O:17])=[O:16])[C@H:6]([C:12]([OH:14])=[O:13])[CH2:7][CH2:8][CH2:9][CH2:10][NH:11][C:32](=[O:33])/[CH:31]=[CH:30]/[C:29]1[CH:35]=[CH:36][C:26]([OH:25])=[CH:27][CH:28]=1)[CH:2]([CH3:3])[CH3:4], predict the reactants needed to synthesize it. The reactants are: [CH2:1]([N:5]([S:15]([C:18]1[CH:23]=[CH:22][C:21]([CH3:24])=[CH:20][CH:19]=1)(=[O:17])=[O:16])[C@H:6]([C:12]([OH:14])=[O:13])[CH2:7][CH2:8][CH2:9][CH2:10][NH2:11])[CH:2]([CH3:4])[CH3:3].[OH:25][C:26]1[CH:36]=[CH:35][C:29](/[CH:30]=[CH:31]/[C:32](O)=[O:33])=[CH:28][CH:27]=1. (6) Given the product [CH2:1]([O:3][C:4]([C:6]1[NH:7][C:8]([CH3:11])=[C:9]([C:20](=[O:21])[CH2:19][C:16]2[CH:17]=[CH:18][C:13]([F:12])=[CH:14][CH:15]=2)[CH:10]=1)=[O:5])[CH3:2], predict the reactants needed to synthesize it. The reactants are: [CH2:1]([O:3][C:4]([C:6]1[NH:7][C:8]([CH3:11])=[CH:9][CH:10]=1)=[O:5])[CH3:2].[F:12][C:13]1[CH:18]=[CH:17][C:16]([CH2:19][C:20](Cl)=[O:21])=[CH:15][CH:14]=1. (7) Given the product [CH2:1]([CH:3]1[N:12]2[C:7](=[CH:8][C:9](=[O:18])[C:10]([C:13]([O:15][CH2:16][CH3:17])=[O:14])=[CH:11]2)[C:6]2[CH:19]=[C:20]([O:24][CH3:25])[C:21]([O:23][CH2:34][C:44](=[O:45])[N:42]3[CH2:43][CH2:28][CH2:27][CH2:41]3)=[CH:22][C:5]=2[CH2:4]1)[CH3:2], predict the reactants needed to synthesize it. The reactants are: [CH2:1]([CH:3]1[N:12]2[C:7](=[CH:8][C:9](=[O:18])[C:10]([C:13]([O:15][CH2:16][CH3:17])=[O:14])=[CH:11]2)[C:6]2[CH:19]=[C:20]([O:24][CH3:25])[C:21]([OH:23])=[CH:22][C:5]=2[CH2:4]1)[CH3:2].Br[CH2:27][CH2:28]OCCOC.[C:34]([O-])([O-])=O.[K+].[K+].O.[CH3:41][N:42]([CH:44]=[O:45])[CH3:43].